This data is from Reaction yield outcomes from USPTO patents with 853,638 reactions. The task is: Predict the reaction yield, written as a fraction of the theoretical maximum amount of product (1.0 means a 100% yield; for example, 0.34 means a 34% yield). (1) The catalyst is CO. The yield is 0.270. The reactants are [CH3:1][CH:2]([CH3:12])[CH2:3][C:4]([C:6]1[N:7]=[N:8][CH:9]=[CH:10][CH:11]=1)=O.C([BH3-])#[N:14].[Na+].C([O-])(=O)C.[NH4+]. The product is [CH3:1][CH:2]([CH3:12])[CH2:3][CH:4]([C:6]1[N:7]=[N:8][CH:9]=[CH:10][CH:11]=1)[NH2:14]. (2) The reactants are [Cl:1][C:2]1[CH:21]=[C:20]([OH:22])[CH:19]=[CH:18][C:3]=1[CH2:4][CH:5]1[CH2:9][CH2:8][N:7]([CH:10]2[CH2:15][CH2:14][C:13](=[O:16])[CH2:12][CH2:11]2)[C:6]1=[O:17].[C:23]([Si:27](Cl)([C:34]1[CH:39]=[CH:38][CH:37]=[CH:36][CH:35]=1)[C:28]1[CH:33]=[CH:32][CH:31]=[CH:30][CH:29]=1)([CH3:26])([CH3:25])[CH3:24].N1C=CN=C1.O. The catalyst is CN(C)C=O. The product is [Si:27]([O:22][C:20]1[CH:19]=[CH:18][C:3]([CH2:4][CH:5]2[CH2:9][CH2:8][N:7]([CH:10]3[CH2:11][CH2:12][C:13](=[O:16])[CH2:14][CH2:15]3)[C:6]2=[O:17])=[C:2]([Cl:1])[CH:21]=1)([C:23]([CH3:26])([CH3:25])[CH3:24])([C:34]1[CH:35]=[CH:36][CH:37]=[CH:38][CH:39]=1)[C:28]1[CH:33]=[CH:32][CH:31]=[CH:30][CH:29]=1. The yield is 0.600. (3) The reactants are NS(N)(=O)=O.Cl[CH2:7][CH2:8][CH2:9][S:10]([N:13]1[CH2:18][CH2:17][CH:16]([C:19]2[C:27]3[C:22](=[C:23]([C:34]([NH2:36])=[O:35])[CH:24]=[C:25]([C:28]4[CH:33]=[CH:32][CH:31]=[CH:30][CH:29]=4)[CH:26]=3)[NH:21][CH:20]=2)[CH2:15][CH2:14]1)(=[O:12])=[O:11].[CH3:37][C@@H:38]1[CH2:42][CH2:41][C@@H:40]([CH3:43])[NH:39]1.C([O-])([O-])=O.[K+].[K+].[Na+].[I-]. No catalyst specified. The product is [CH3:37][C@@H:38]1[CH2:42][CH2:41][C@@H:40]([CH3:43])[N:39]1[CH2:7][CH2:8][CH2:9][S:10]([N:13]1[CH2:18][CH2:17][CH:16]([C:19]2[C:27]3[C:22](=[C:23]([C:34]([NH2:36])=[O:35])[CH:24]=[C:25]([C:28]4[CH:33]=[CH:32][CH:31]=[CH:30][CH:29]=4)[CH:26]=3)[NH:21][CH:20]=2)[CH2:15][CH2:14]1)(=[O:12])=[O:11]. The yield is 0.370. (4) The yield is 0.990. The product is [Br:8][C:9]1[C:27]([C:28]([F:31])([F:30])[F:29])=[C:26]([N+:32]([O-:34])=[O:33])[CH:25]=[C:24]([Br:35])[C:10]=1[O:11][C:12]1[CH:13]=[C:14]([CH:21]([CH3:23])[CH3:22])[C:15]([OH:20])=[C:16]([CH3:17])[CH:19]=1. No catalyst specified. The reactants are C([SiH](CC)CC)C.[Br:8][C:9]1[C:27]([C:28]([F:31])([F:30])[F:29])=[C:26]([N+:32]([O-:34])=[O:33])[CH:25]=[C:24]([Br:35])[C:10]=1[O:11][C:12]1[CH:13]=[C:14]([CH:21]([CH3:23])[CH3:22])[C:15]([OH:20])=[C:16]([CH:19]=1)[CH:17]=O.C(O)(C(F)(F)F)=O. (5) The reactants are [CH3:1][N:2]1[CH2:11][CH2:10][C:9]2[C:4](=[CH:5][C:6]([N+:12]([O-])=O)=[CH:7][CH:8]=2)[CH2:3]1.[CH3:15][C:16](OC(C)=O)=[O:17]. The catalyst is CCO.[Pd]. The product is [CH3:1][N:2]1[CH2:11][CH2:10][C:9]2[C:4](=[CH:5][C:6]([NH:12][C:16](=[O:17])[CH3:15])=[CH:7][CH:8]=2)[CH2:3]1. The yield is 0.770. (6) The reactants are Cl[C:2]1[N:7]=[C:6]([O:8][CH3:9])[C:5]([C@@:10]2([CH3:17])[CH2:15][CH2:14]C[NH:12][C:11]2=[O:16])=[CH:4][CH:3]=1.[CH3:18][C:19]1[CH:28]=[CH:27][CH:26]=[C:25]2[C:20]=1[CH:21]=[C:22](B1OC(C)(C)C(C)(C)O1)[CH:23]=[N:24]2.C([O-])([O-])=O.[Na+].[Na+].O1CCOCC1. The catalyst is O.C1C=CC(P(C2C=CC=CC=2)[C-]2C=CC=C2)=CC=1.C1C=CC(P(C2C=CC=CC=2)[C-]2C=CC=C2)=CC=1.Cl[Pd]Cl.[Fe+2]. The product is [CH3:9][O:8][C:6]1[C:5]([C@@:10]2([CH3:17])[CH2:15][CH2:14][NH:12][C:11]2=[O:16])=[CH:4][CH:3]=[C:2]([C:22]2[CH:23]=[N:24][C:25]3[C:20]([CH:21]=2)=[C:19]([CH3:18])[CH:28]=[CH:27][CH:26]=3)[N:7]=1. The yield is 0.990.